Regression. Given a peptide amino acid sequence and an MHC pseudo amino acid sequence, predict their binding affinity value. This is MHC class I binding data. From a dataset of Peptide-MHC class I binding affinity with 185,985 pairs from IEDB/IMGT. The peptide sequence is LLRDKDGVY. The MHC is HLA-B15:02 with pseudo-sequence HLA-B15:02. The binding affinity (normalized) is 0.652.